From a dataset of Forward reaction prediction with 1.9M reactions from USPTO patents (1976-2016). Predict the product of the given reaction. (1) Given the reactants [NH:1]1[CH2:5][CH2:4][C@@H:3]([NH:6][C:7]([C:9]2[C:13]3[N:14]=[CH:15][N:16]=[C:17]([C:18]4[C:26]5[O:25][CH2:24][O:23][C:22]=5[CH:21]=[CH:20][C:19]=4[O:27][CH2:28][CH2:29][CH2:30][CH3:31])[C:12]=3[NH:11][CH:10]=2)=[O:8])[CH2:2]1.[C:32](Cl)(=[O:35])[CH2:33][CH3:34], predict the reaction product. The product is: [C:32]([N:1]1[CH2:5][CH2:4][C@@H:3]([NH:6][C:7]([C:9]2[C:13]3[N:14]=[CH:15][N:16]=[C:17]([C:18]4[C:26]5[O:25][CH2:24][O:23][C:22]=5[CH:21]=[CH:20][C:19]=4[O:27][CH2:28][CH2:29][CH2:30][CH3:31])[C:12]=3[NH:11][CH:10]=2)=[O:8])[CH2:2]1)(=[O:35])[CH2:33][CH3:34]. (2) Given the reactants [Cl:1][C:2]1[S:6][C:5]([CH:7]2[O:11]C(=O)[NH:9][CH:8]2[CH2:13][C:14]2[CH:19]=[CH:18][CH:17]=[C:16]([O:20][C:21]([F:26])([F:25])[CH:22]([F:24])[F:23])[CH:15]=2)=[CH:4][CH:3]=1.[OH-].[Na+].O, predict the reaction product. The product is: [NH2:9][CH:8]([CH2:13][C:14]1[CH:19]=[CH:18][CH:17]=[C:16]([O:20][C:21]([F:25])([F:26])[CH:22]([F:23])[F:24])[CH:15]=1)[CH:7]([C:5]1[S:6][C:2]([Cl:1])=[CH:3][CH:4]=1)[OH:11]. (3) Given the reactants O=C1C2C(=CC=CC=2)C(=O)[N:3]1[C@@H:12]([CH3:28])[CH2:13][N:14]1[CH:18]=[CH:17][C:16]([C:19]2[CH:26]=[CH:25][C:22]([C:23]#[N:24])=[C:21]([CH3:27])[CH:20]=2)=[N:15]1.O.NN, predict the reaction product. The product is: [NH2:3][C@@H:12]([CH3:28])[CH2:13][N:14]1[CH:18]=[CH:17][C:16]([C:19]2[CH:26]=[CH:25][C:22]([C:23]#[N:24])=[C:21]([CH3:27])[CH:20]=2)=[N:15]1. (4) Given the reactants [CH:1]1[C:13]2[CH:12]([CH2:14][O:15][C:16]([N:18]3[CH2:23][CH2:22][CH:21]([NH:24][NH2:25])[CH2:20][CH2:19]3)=[O:17])[C:11]3[C:6](=[CH:7][CH:8]=[CH:9][CH:10]=3)[C:5]=2[CH:4]=[CH:3][CH:2]=1.S.CC1N(C2CCNCC2)[C:31](=[O:39])[NH:30][C:29]=1[C:40]1[CH:45]=[CH:44][CH:43]=[CH:42][CH:41]=1, predict the reaction product. The product is: [C:40]1([C:29]2[NH:30][C:31](=[O:39])[N:24]([CH:21]3[CH2:22][CH2:23][N:18]([C:16]([O:15][CH2:14][CH:12]4[C:13]5[CH:1]=[CH:2][CH:3]=[CH:4][C:5]=5[C:6]5[C:11]4=[CH:10][CH:9]=[CH:8][CH:7]=5)=[O:17])[CH2:19][CH2:20]3)[N:25]=2)[CH:45]=[CH:44][CH:43]=[CH:42][CH:41]=1. (5) Given the reactants C([O:3][C:4](=[O:23])[C:5]1[CH:10]=[C:9]([F:11])[CH:8]=[C:7]([C:12]2[C:21]3[C:16](=[CH:17][CH:18]=[C:19]([Br:22])[CH:20]=3)[N:15]=[CH:14][N:13]=2)[CH:6]=1)C.O[Li].O, predict the reaction product. The product is: [Br:22][C:19]1[CH:20]=[C:21]2[C:16](=[CH:17][CH:18]=1)[N:15]=[CH:14][N:13]=[C:12]2[C:7]1[CH:6]=[C:5]([CH:10]=[C:9]([F:11])[CH:8]=1)[C:4]([OH:23])=[O:3]. (6) Given the reactants [NH2:1][C:2]1[C:3]([C:18]([NH2:20])=[O:19])=[CH:4][C:5]2[C:13]3[C:8](=[CH:9][CH:10]=[CH:11][CH:12]=3)[N:7](C(C)C)[C:6]=2[N:17]=1.Br[CH2:22][CH2:23][O:24][Si:25]([C:28]([CH3:31])([CH3:30])[CH3:29])([CH3:27])[CH3:26].BrC(C)C, predict the reaction product. The product is: [NH2:1][C:2]1[C:3]([C:18]([NH2:20])=[O:19])=[CH:4][C:5]2[C:13]3[C:8](=[CH:9][CH:10]=[CH:11][CH:12]=3)[N:7]([CH2:22][CH2:23][O:24][Si:25]([C:28]([CH3:31])([CH3:30])[CH3:29])([CH3:27])[CH3:26])[C:6]=2[N:17]=1. (7) Given the reactants [S:1]([C:4]1[CH:20]=[CH:19][C:7]([NH:8][S:9]([C:12]2[CH:17]=[CH:16][C:15]([CH3:18])=[CH:14][CH:13]=2)(=[O:11])=[O:10])=[CH:6][CH:5]=1)[C:2]#[N:3].[N+:21]([O-])([OH:23])=[O:22].O, predict the reaction product. The product is: [N+:21]([C:6]1[CH:5]=[C:4]([S:1][C:2]#[N:3])[CH:20]=[CH:19][C:7]=1[NH:8][S:9]([C:12]1[CH:17]=[CH:16][C:15]([CH3:18])=[CH:14][CH:13]=1)(=[O:11])=[O:10])([O-:23])=[O:22]. (8) Given the reactants [Br:1][C:2]1[C:3](=[O:29])[N:4]([C:21]2[C:26]([F:27])=[CH:25][CH:24]=[CH:23][C:22]=2[F:28])[C:5]([CH3:20])=[C:6]([CH:18]=[CH2:19])[C:7]=1[O:8][CH2:9][C:10]1[CH:15]=[CH:14][C:13]([F:16])=[CH:12][C:11]=1[F:17].C[N+]1([O-])CCOCC1.C(#N)C.[OH2:41].[OH2:42].CC(C)=O, predict the reaction product. The product is: [Br:1][C:2]1[C:3](=[O:29])[N:4]([C:21]2[C:22]([F:28])=[CH:23][CH:24]=[CH:25][C:26]=2[F:27])[C:5]([CH3:20])=[C:6]([CH:18]([OH:42])[CH2:19][OH:41])[C:7]=1[O:8][CH2:9][C:10]1[CH:15]=[CH:14][C:13]([F:16])=[CH:12][C:11]=1[F:17].